From a dataset of Forward reaction prediction with 1.9M reactions from USPTO patents (1976-2016). Predict the product of the given reaction. Given the reactants [OH:1][C:2]1[C:3]([CH3:8])=[N:4][CH:5]=[CH:6][CH:7]=1.C1C=CC(N([S:16]([C:19]([F:22])([F:21])[F:20])(=[O:18])=[O:17])[S:16]([C:19]([F:22])([F:21])[F:20])(=[O:18])=[O:17])=CC=1.C(N(CC)CC)C, predict the reaction product. The product is: [F:20][C:19]([F:22])([F:21])[S:16]([O:1][C:2]1[C:3]([CH3:8])=[N:4][CH:5]=[CH:6][CH:7]=1)(=[O:18])=[O:17].